Dataset: HIV replication inhibition screening data with 41,000+ compounds from the AIDS Antiviral Screen. Task: Binary Classification. Given a drug SMILES string, predict its activity (active/inactive) in a high-throughput screening assay against a specified biological target. (1) The drug is C=CCCC12CCCC(=O)C1Sc1ccc3ccccc3c12. The result is 0 (inactive). (2) The molecule is Cc1ccccc1NC(=O)C=NO. The result is 0 (inactive). (3) The drug is COC1ON=C(c2c(C)cc(C)cc2C)C1C1(c2ccccc2)ON=C(c2c(C)cc(C)cc2C)O1. The result is 0 (inactive). (4) The molecule is Cc1c(Cc2ccccc2)c(=O)oc2cc(O)ccc12. The result is 0 (inactive). (5) The drug is Cc1cc2c(c(C=Nc3ccc([N+](=O)[O-])cc3)c1)OC1(C=C2)Oc2ccccc2C(=O)N1C. The result is 0 (inactive). (6) The compound is CCOC(=O)C(=O)NN=C1C(=O)Nc2ccccc21. The result is 0 (inactive).